Dataset: Reaction yield outcomes from USPTO patents with 853,638 reactions. Task: Predict the reaction yield, written as a fraction of the theoretical maximum amount of product (1.0 means a 100% yield; for example, 0.34 means a 34% yield). (1) The reactants are [Cl:1][C:2]1[CH:3]=[C:4]2[C:10]([C:11]3[N:16]=[C:15]([NH:17][C@H:18]4[CH2:23][CH2:22][CH2:21][CH2:20][C@@H:19]4[NH2:24])[C:14]([F:25])=[CH:13][N:12]=3)=[CH:9][N:8](S(C3C=CC(C)=CC=3)(=O)=O)[C:5]2=[N:6][CH:7]=1.CCN(C(C)C)C(C)C.[C:45](Cl)(=[O:47])[CH3:46].[Li+].[OH-]. The catalyst is ClCCl.CCOC(C)=O.O. The product is [Cl:1][C:2]1[CH:3]=[C:4]2[C:10]([C:11]3[N:16]=[C:15]([NH:17][C@H:18]4[CH2:23][CH2:22][CH2:21][CH2:20][C@@H:19]4[NH:24][C:45](=[O:47])[CH3:46])[C:14]([F:25])=[CH:13][N:12]=3)=[CH:9][NH:8][C:5]2=[N:6][CH:7]=1. The yield is 0.440. (2) The reactants are [C:1]([O:5][C:6]([N:8]1[CH2:17][CH2:16][C:15]2[N:11]([C:12](Br)=[N:13][N:14]=2)[CH2:10][CH2:9]1)=[O:7])([CH3:4])([CH3:3])[CH3:2].[N:19]1([CH2:25][CH2:26][C@@H:27]([NH:36][C:37]2[CH:42]=[CH:41][C:40]([S:43]([NH2:46])(=[O:45])=[O:44])=[CH:39][C:38]=2[S:47]([C:50]([F:53])([F:52])[F:51])(=[O:49])=[O:48])[CH2:28][S:29][C:30]2[CH:35]=[CH:34][CH:33]=[CH:32][CH:31]=2)[CH2:24][CH2:23][O:22][CH2:21][CH2:20]1.CN[C@H]1CCCC[C@@H]1NC.C(=O)([O-])[O-].[Cs+].[Cs+]. The catalyst is [Cu]I.C1(C)C=CC=CC=1. The product is [C:1]([O:5][C:6]([N:8]1[CH2:17][CH2:16][C:15]2[N:11]([C:12]([NH:46][S:43]([C:40]3[CH:41]=[CH:42][C:37]([NH:36][C@@H:27]([CH2:28][S:29][C:30]4[CH:35]=[CH:34][CH:33]=[CH:32][CH:31]=4)[CH2:26][CH2:25][N:19]4[CH2:24][CH2:23][O:22][CH2:21][CH2:20]4)=[C:38]([S:47]([C:50]([F:52])([F:53])[F:51])(=[O:49])=[O:48])[CH:39]=3)(=[O:44])=[O:45])=[N:13][N:14]=2)[CH2:10][CH2:9]1)=[O:7])([CH3:4])([CH3:3])[CH3:2]. The yield is 0.440. (3) The reactants are C(N(CC)CC)C.[CH3:8][N:9]([CH3:15])[CH2:10][CH2:11][CH2:12][NH:13][CH3:14].O1CCCC1.[Cl:21][C:22]1[CH:23]=[C:24]([S:29](Cl)(=[O:31])=[O:30])[CH:25]=[N:26][C:27]=1[Cl:28]. The catalyst is O. The product is [Cl:21][C:22]1[CH:23]=[C:24]([S:29]([N:13]([CH2:12][CH2:11][CH2:10][N:9]([CH3:15])[CH3:8])[CH3:14])(=[O:31])=[O:30])[CH:25]=[N:26][C:27]=1[Cl:28]. The yield is 0.690. (4) The product is [Br:31][C:26]1[CH:27]=[CH:28][CH:29]=[CH:30][C:25]=1[N:9]1[C:10]([C:13]2[CH:18]=[N:17][C:16]([C:19]3[CH:24]=[CH:23][CH:22]=[CH:21][CH:20]=3)=[CH:15][CH:14]=2)=[N:11][N:12]=[C:8]1[N:5]([CH2:4][CH2:3][O:2][CH3:1])[CH3:6]. The reactants are [CH3:1][O:2][CH2:3][CH2:4][NH:5][CH3:6].Br[C:8]1[N:9]([C:25]2[CH:30]=[CH:29][CH:28]=[CH:27][C:26]=2[Br:31])[C:10]([C:13]2[CH:14]=[CH:15][C:16]([C:19]3[CH:24]=[CH:23][CH:22]=[CH:21][CH:20]=3)=[N:17][CH:18]=2)=[N:11][N:12]=1. The catalyst is C(Cl)(Cl)Cl. The yield is 0.700. (5) The reactants are [F:1][C:2]1[CH:3]=[C:4]2[C:8](=[CH:9][C:10]=1[F:11])[C:7](=O)/[C:6](=[N:13]/O)/[CH2:5]2.[ClH:15]. The catalyst is [Pd].CC(O)=O. The product is [ClH:15].[F:1][C:2]1[CH:3]=[C:4]2[C:8](=[CH:9][C:10]=1[F:11])[CH2:7][CH:6]([NH2:13])[CH2:5]2. The yield is 0.300. (6) The reactants are [C:1](/[CH:3]=[CH:4]/[S:5]([C:8]1[CH:13]=[CH:12][C:11]([C:14]([CH3:19])([CH3:18])[C:15]([OH:17])=O)=[CH:10][CH:9]=1)(=[O:7])=[O:6])#[N:2].[NH2:20][C:21]1[CH:26]=[CH:25][CH:24]=[CH:23][CH:22]=1.Cl.CN(C)CCCN=C=NCC.ON1C2C=CC=CC=2N=N1.C(=O)(O)[O-].[Na+]. The catalyst is O1CCCC1. The product is [C:1](/[CH:3]=[CH:4]/[S:5]([C:8]1[CH:9]=[CH:10][C:11]([C:14]([CH3:19])([CH3:18])[C:15]([NH:20][C:21]2[CH:26]=[CH:25][CH:24]=[CH:23][CH:22]=2)=[O:17])=[CH:12][CH:13]=1)(=[O:6])=[O:7])#[N:2]. The yield is 0.450. (7) The reactants are [BH4-].[Na+].[Cl:3][C:4]1[N:9]=[C:8]([C:10](OC)=[O:11])[CH:7]=[CH:6][C:5]=1[CH3:14]. The catalyst is C(O)C. The product is [Cl:3][C:4]1[N:9]=[C:8]([CH2:10][OH:11])[CH:7]=[CH:6][C:5]=1[CH3:14]. The yield is 0.970. (8) The reactants are CON(C)[C:4]([CH:6]1[CH2:11][CH2:10][N:9]([C:12]([O:14][CH2:15][C:16]2[CH:21]=[CH:20][CH:19]=[CH:18][CH:17]=2)=[O:13])[CH2:8][CH2:7]1)=[O:5].[CH3:23][O:24][CH2:25][CH2:26][CH2:27][CH2:28][Mg]Cl. The catalyst is C1COCC1. The product is [CH3:23][O:24][CH2:25][CH2:26][CH2:27][CH2:28][C:4]([CH:6]1[CH2:7][CH2:8][N:9]([C:12]([O:14][CH2:15][C:16]2[CH:17]=[CH:18][CH:19]=[CH:20][CH:21]=2)=[O:13])[CH2:10][CH2:11]1)=[O:5]. The yield is 0.880.